Predict which catalyst facilitates the given reaction. From a dataset of Catalyst prediction with 721,799 reactions and 888 catalyst types from USPTO. (1) Reactant: [CH3:1][O:2][C:3](=[O:15])[CH2:4][C:5]1[CH:10]=[CH:9][C:8]([Cl:11])=[CH:7][C:6]=1[N+:12]([O-])=O.[C:16](OC(=O)C)(=[O:18])[CH3:17].O. Product: [CH3:1][O:2][C:3](=[O:15])[CH2:4][C:5]1[CH:10]=[CH:9][C:8]([Cl:11])=[CH:7][C:6]=1[NH:12][C:16](=[O:18])[CH3:17]. The catalyst class is: 331. (2) Reactant: [NH2:1][C@@H:2]1[C:11]2[C:6](=[CH:7][CH:8]=[CH:9][CH:10]=2)[C@H:5]([O:12][CH2:13][C:14]2[CH:19]=[CH:18][N:17]=[C:16]([NH:20][C:21](=[O:25])[CH2:22][O:23][CH3:24])[CH:15]=2)[CH2:4][CH2:3]1.ClC(Cl)(Cl)C[O:29][C:30](=O)[NH:31][C:32]1[N:33]([C:41]2[CH:46]=[CH:45][C:44]([CH3:47])=[CH:43][CH:42]=2)[N:34]=[C:35]([C:37]([CH3:40])([CH3:39])[CH3:38])[CH:36]=1.CCN(C(C)C)C(C)C. Product: [C:37]([C:35]1[CH:36]=[C:32]([NH:31][C:30](=[O:29])[NH:1][C@@H:2]2[C:11]3[C:6](=[CH:7][CH:8]=[CH:9][CH:10]=3)[C@H:5]([O:12][CH2:13][C:14]3[CH:19]=[CH:18][N:17]=[C:16]([NH:20][C:21](=[O:25])[CH2:22][O:23][CH3:24])[CH:15]=3)[CH2:4][CH2:3]2)[N:33]([C:41]2[CH:46]=[CH:45][C:44]([CH3:47])=[CH:43][CH:42]=2)[N:34]=1)([CH3:40])([CH3:38])[CH3:39]. The catalyst class is: 12.